Dataset: Catalyst prediction with 721,799 reactions and 888 catalyst types from USPTO. Task: Predict which catalyst facilitates the given reaction. (1) Reactant: [C:1]([C:5]1[CH:6]=[C:7]([C:15]2[N:19]([C:20]3[CH:25]=[CH:24][C:23]([C:26](=[O:28])[NH2:27])=[CH:22][CH:21]=3)[N:18]=[C:17]([C:29]3[CH:38]=[CH:37][C:32]([C:33]([O:35]C)=[O:34])=[CH:31][CH:30]=3)[CH:16]=2)[CH:8]=[C:9]([O:11][CH:12]([CH3:14])[CH3:13])[CH:10]=1)([CH3:4])([CH3:3])[CH3:2].[Li+].[OH-].Cl. Product: [C:1]([C:5]1[CH:6]=[C:7]([C:15]2[N:19]([C:20]3[CH:25]=[CH:24][C:23]([C:26](=[O:28])[NH2:27])=[CH:22][CH:21]=3)[N:18]=[C:17]([C:29]3[CH:38]=[CH:37][C:32]([C:33]([OH:35])=[O:34])=[CH:31][CH:30]=3)[CH:16]=2)[CH:8]=[C:9]([O:11][CH:12]([CH3:14])[CH3:13])[CH:10]=1)([CH3:3])([CH3:4])[CH3:2]. The catalyst class is: 92. (2) Reactant: N(C(OC(C)(C)C)=O)[C@H](C(O)=[O:5])C.[CH:14]1([N:20]=[C:21]=[N:22][CH:23]2[CH2:28][CH2:27][CH2:26][CH2:25][CH2:24]2)[CH2:19][CH2:18][CH2:17][CH2:16][CH2:15]1. Product: [C:21]([NH:20][CH:14]1[CH2:15][CH2:16][CH2:17][CH2:18][CH2:19]1)([NH:22][CH:23]1[CH2:28][CH2:27][CH2:26][CH2:25][CH2:24]1)=[O:5]. The catalyst class is: 12.